Predict the reactants needed to synthesize the given product. From a dataset of Full USPTO retrosynthesis dataset with 1.9M reactions from patents (1976-2016). The reactants are: [NH2:1][C:2]1[CH:7]=[CH:6][CH:5]=[CH:4][C:3]=1[C:8]1[NH:12][C:11]([CH3:13])=[C:10]([C:14]([NH2:16])=[O:15])[CH:9]=1.C(N(C(C)C)CC)(C)C.[CH2:26](Cl)[C:27]([C:29]1[CH:34]=[CH:33][CH:32]=[CH:31][CH:30]=1)=O.[O:36]1CCCC1. Given the product [CH3:13][C:11]1[NH:12][C:8]([C:3]2[CH:4]=[CH:5][CH:6]=[CH:7][C:2]=2[NH:1][C:26](=[O:36])[CH2:27][C:29]2[CH:34]=[CH:33][CH:32]=[CH:31][CH:30]=2)=[CH:9][C:10]=1[C:14]([NH2:16])=[O:15], predict the reactants needed to synthesize it.